This data is from Reaction yield outcomes from USPTO patents with 853,638 reactions. The task is: Predict the reaction yield, written as a fraction of the theoretical maximum amount of product (1.0 means a 100% yield; for example, 0.34 means a 34% yield). (1) The reactants are [Cl-].O[NH3+:3].[C:4](=[O:7])([O-])[OH:5].[Na+].CS(C)=O.[F:13][C:14]1[CH:15]=[C:16]([C:42]2[C:43]([C:48]#[N:49])=[CH:44][CH:45]=[CH:46][CH:47]=2)[CH:17]=[CH:18][C:19]=1[CH2:20][C:21]1[C:26](=[O:27])[N:25]([C:28]2[CH:33]=[CH:32][C:31]([O:34][CH:35]([CH3:37])[CH3:36])=[CH:30][CH:29]=2)[C:24]([CH3:38])=[N:23][C:22]=1[CH2:39][CH2:40][CH3:41]. The catalyst is C(OCC)(=O)C. The product is [F:13][C:14]1[CH:15]=[C:16]([C:42]2[CH:47]=[CH:46][CH:45]=[CH:44][C:43]=2[C:48]2[NH:3][C:4](=[O:7])[O:5][N:49]=2)[CH:17]=[CH:18][C:19]=1[CH2:20][C:21]1[C:26](=[O:27])[N:25]([C:28]2[CH:33]=[CH:32][C:31]([O:34][CH:35]([CH3:36])[CH3:37])=[CH:30][CH:29]=2)[C:24]([CH3:38])=[N:23][C:22]=1[CH2:39][CH2:40][CH3:41]. The yield is 0.700. (2) The reactants are [NH2:1][C:2]1[CH:17]=[CH:16][CH:15]=[C:14]([Cl:18])[C:3]=1[C:4]([NH:6][C:7]1[CH:12]=[CH:11][CH:10]=[CH:9][C:8]=1[F:13])=[O:5].[Cl:19][CH2:20][C:21](Cl)=O. The catalyst is C(O)(=O)C. The product is [Cl:18][C:14]1[CH:15]=[CH:16][CH:17]=[C:2]2[C:3]=1[C:4](=[O:5])[N:6]([C:7]1[CH:12]=[CH:11][CH:10]=[CH:9][C:8]=1[F:13])[C:21]([CH2:20][Cl:19])=[N:1]2. The yield is 0.400.